Predict the product of the given reaction. From a dataset of Forward reaction prediction with 1.9M reactions from USPTO patents (1976-2016). The product is: [F:37][C:2]([F:1])([F:36])[C:3]1[CH:35]=[CH:34][CH:33]=[CH:32][C:4]=1[O:5][C:6]1[C:20]([O:21][C:22]2[CH:23]=[N:24][C:25]([S:28]([CH3:31])(=[O:30])=[O:29])=[CH:26][CH:27]=2)=[CH:19][C:9]2[NH:10][C:11]([C:13]3[CH:18]=[N:41][CH:16]=[CH:15][N:14]=3)=[N:12][C:8]=2[CH:7]=1. Given the reactants [F:1][C:2]([F:37])([F:36])[C:3]1[CH:35]=[CH:34][CH:33]=[CH:32][C:4]=1[O:5][C:6]1[C:20]([O:21][C:22]2[CH:23]=[N:24][C:25]([S:28]([CH3:31])(=[O:30])=[O:29])=[CH:26][CH:27]=2)=[CH:19][C:9]2[NH:10][C:11]([C:13]3[CH:18]=C[CH:16]=[CH:15][N:14]=3)=[N:12][C:8]=2[CH:7]=1.COC(C1C=NC=CN=1)=[NH:41], predict the reaction product.